This data is from NCI-60 drug combinations with 297,098 pairs across 59 cell lines. The task is: Regression. Given two drug SMILES strings and cell line genomic features, predict the synergy score measuring deviation from expected non-interaction effect. (1) Drug 1: CC1=C(C(CCC1)(C)C)C=CC(=CC=CC(=CC(=O)O)C)C. Drug 2: CC1CCCC2(C(O2)CC(NC(=O)CC(C(C(=O)C(C1O)C)(C)C)O)C(=CC3=CSC(=N3)C)C)C. Cell line: MDA-MB-231. Synergy scores: CSS=36.3, Synergy_ZIP=2.15, Synergy_Bliss=2.63, Synergy_Loewe=-15.0, Synergy_HSA=2.93. (2) Drug 1: CC1CCC2CC(C(=CC=CC=CC(CC(C(=O)C(C(C(=CC(C(=O)CC(OC(=O)C3CCCCN3C(=O)C(=O)C1(O2)O)C(C)CC4CCC(C(C4)OC)O)C)C)O)OC)C)C)C)OC. Drug 2: CS(=O)(=O)CCNCC1=CC=C(O1)C2=CC3=C(C=C2)N=CN=C3NC4=CC(=C(C=C4)OCC5=CC(=CC=C5)F)Cl. Cell line: BT-549. Synergy scores: CSS=4.69, Synergy_ZIP=3.23, Synergy_Bliss=8.93, Synergy_Loewe=9.30, Synergy_HSA=9.32. (3) Drug 1: CC(C1=C(C=CC(=C1Cl)F)Cl)OC2=C(N=CC(=C2)C3=CN(N=C3)C4CCNCC4)N. Drug 2: CCC1(CC2CC(C3=C(CCN(C2)C1)C4=CC=CC=C4N3)(C5=C(C=C6C(=C5)C78CCN9C7C(C=CC9)(C(C(C8N6C)(C(=O)OC)O)OC(=O)C)CC)OC)C(=O)OC)O.OS(=O)(=O)O. Cell line: T-47D. Synergy scores: CSS=21.4, Synergy_ZIP=4.17, Synergy_Bliss=5.22, Synergy_Loewe=-16.7, Synergy_HSA=3.76.